This data is from Peptide-MHC class I binding affinity with 185,985 pairs from IEDB/IMGT. The task is: Regression. Given a peptide amino acid sequence and an MHC pseudo amino acid sequence, predict their binding affinity value. This is MHC class I binding data. (1) The peptide sequence is LLQSKNAGAV. The MHC is HLA-A02:02 with pseudo-sequence HLA-A02:02. The binding affinity (normalized) is 0.420. (2) The peptide sequence is KQLDIQYLK. The MHC is HLA-B46:01 with pseudo-sequence HLA-B46:01. The binding affinity (normalized) is 0.0847. (3) The peptide sequence is FLGGGGAGI. The MHC is HLA-A02:01 with pseudo-sequence HLA-A02:01. The binding affinity (normalized) is 0.244. (4) The peptide sequence is YRNFSFSLK. The MHC is HLA-B39:01 with pseudo-sequence HLA-B39:01. The binding affinity (normalized) is 0.308. (5) The peptide sequence is NPIQLSSYSL. The MHC is HLA-A30:01 with pseudo-sequence HLA-A30:01. The binding affinity (normalized) is 0.169. (6) The peptide sequence is KYRLKHIVW. The MHC is HLA-A02:02 with pseudo-sequence HLA-A02:02. The binding affinity (normalized) is 0. (7) The peptide sequence is SYSMCTGKFK. The MHC is HLA-A33:01 with pseudo-sequence HLA-A33:01. The binding affinity (normalized) is 0.377. (8) The peptide sequence is KITFALKKLI. The MHC is HLA-A02:01 with pseudo-sequence HLA-A02:01. The binding affinity (normalized) is 0.